From a dataset of Full USPTO retrosynthesis dataset with 1.9M reactions from patents (1976-2016). Predict the reactants needed to synthesize the given product. (1) Given the product [Br:1][C:2]1[CH:3]=[C:4]([CH2:5][NH2:6])[CH:7]=[C:8]([F:10])[CH:9]=1, predict the reactants needed to synthesize it. The reactants are: [Br:1][C:2]1[CH:3]=[C:4]([CH:7]=[C:8]([F:10])[CH:9]=1)[C:5]#[N:6].Cl. (2) Given the product [C:1]([NH:4][C:5]1[CH:10]=[C:9]([N:11]2[CH:15]=[C:14]([C:16]([OH:18])=[O:17])[C:13]([C:20]3[CH:25]=[CH:24][CH:23]=[CH:22][C:21]=3[Cl:26])=[N:12]2)[C:8]([CH3:27])=[CH:7][N:6]=1)(=[O:3])[CH3:2], predict the reactants needed to synthesize it. The reactants are: [C:1]([NH:4][C:5]1[CH:10]=[C:9]([N:11]2[CH:15]=[C:14]([C:16]([O:18]C)=[O:17])[C:13]([C:20]3[CH:25]=[CH:24][CH:23]=[CH:22][C:21]=3[Cl:26])=[N:12]2)[C:8]([CH3:27])=[CH:7][N:6]=1)(=[O:3])[CH3:2].[OH-].[Na+]. (3) Given the product [F:1][C:2]1[CH:7]=[C:6]([C:8]([NH:17][OH:18])=[NH:9])[CH:5]=[CH:4][C:3]=1[C:10]1[CH:11]=[CH:12][CH:13]=[CH:14][CH:15]=1, predict the reactants needed to synthesize it. The reactants are: [F:1][C:2]1[CH:7]=[C:6]([C:8]#[N:9])[CH:5]=[CH:4][C:3]=1[C:10]1[CH:15]=[CH:14][CH:13]=[CH:12][CH:11]=1.Cl.[NH2:17][OH:18].C(=O)([O-])O.[Na+]. (4) Given the product [Br:1][C:2]1[CH:3]=[C:4]2[C:7](=[O:8])[N:9]([CH2:22][C:23]3[CH:28]=[CH:27][C:26]([O:29][CH3:30])=[CH:25][C:24]=3[O:31][CH3:32])[CH:10]=[C:11]([CH2:12][C:13]3[CH:18]=[CH:17][C:16]([N+:19]([O-:21])=[O:20])=[CH:15][CH:14]=3)[N:5]2[CH:6]=1, predict the reactants needed to synthesize it. The reactants are: [Br:1][C:2]1[CH:3]=[C:4]([C:7]([N:9]([CH2:22][C:23]2[CH:28]=[CH:27][C:26]([O:29][CH3:30])=[CH:25][C:24]=2[O:31][CH3:32])[CH2:10][C:11]#[C:12][C:13]2[CH:18]=[CH:17][C:16]([N+:19]([O-:21])=[O:20])=[CH:15][CH:14]=2)=[O:8])[NH:5][CH:6]=1.N12CCCN=C1CCCCC2. (5) The reactants are: [C:1]([C:5]1[CH:10]=[CH:9][C:8]([NH2:11])=[CH:7][CH:6]=1)([CH3:4])([CH3:3])[CH3:2].C(OC([NH:19][CH2:20][C:21]1[CH:26]=[CH:25][C:24]([CH2:27][C@H:28]([NH:32][C:33]([O:35]CC2C3C=CC=CC=3C3C2=CC=CC=3)=O)[C:29]([OH:31])=O)=[CH:23][CH:22]=1)=O)(C)(C)C.[CH2:50]([N:57]=C=O)[C:51]1[CH:56]=[CH:55][CH:54]=[CH:53][CH:52]=1. Given the product [NH2:19][CH2:20][C:21]1[CH:22]=[CH:23][C:24]([CH2:27][C@H:28]([NH:32][C:33]([NH:57][CH2:50][C:51]2[CH:56]=[CH:55][CH:54]=[CH:53][CH:52]=2)=[O:35])[C:29]([NH:11][C:8]2[CH:7]=[CH:6][C:5]([C:1]([CH3:4])([CH3:2])[CH3:3])=[CH:10][CH:9]=2)=[O:31])=[CH:25][CH:26]=1, predict the reactants needed to synthesize it.